From a dataset of Peptide-MHC class II binding affinity with 134,281 pairs from IEDB. Regression. Given a peptide amino acid sequence and an MHC pseudo amino acid sequence, predict their binding affinity value. This is MHC class II binding data. (1) The peptide sequence is LIGPTPVNIIGRNLLTQIGC. The MHC is DRB1_1101 with pseudo-sequence DRB1_1101. The binding affinity (normalized) is 0.224. (2) The peptide sequence is EKKYFASTQFEPLAA. The MHC is DRB1_0101 with pseudo-sequence DRB1_0101. The binding affinity (normalized) is 0.598. (3) The peptide sequence is SNMLILNPTQSDSGI. The MHC is DRB5_0101 with pseudo-sequence DRB5_0101. The binding affinity (normalized) is 0.0557. (4) The peptide sequence is AWASACGGTGKNTIV. The MHC is HLA-DQA10401-DQB10402 with pseudo-sequence HLA-DQA10401-DQB10402. The binding affinity (normalized) is 0.00796. (5) The peptide sequence is QYIKANAKFIGITE. The MHC is HLA-DQA10102-DQB10602 with pseudo-sequence HLA-DQA10102-DQB10602. The binding affinity (normalized) is 0.110. (6) The peptide sequence is YTIDCDGSILGAAVND. The MHC is HLA-DQA10201-DQB10301 with pseudo-sequence HLA-DQA10201-DQB10301. The binding affinity (normalized) is 0.683. (7) The peptide sequence is VPILLNNPNLFWAVK. The MHC is DRB1_0404 with pseudo-sequence DRB1_0404. The binding affinity (normalized) is 0.959. (8) The peptide sequence is EKKYFVATQFEPLAA. The MHC is HLA-DQA10401-DQB10402 with pseudo-sequence HLA-DQA10401-DQB10402. The binding affinity (normalized) is 0.561. (9) The peptide sequence is PFCSHHFHELQLKDG. The MHC is DRB1_1101 with pseudo-sequence DRB1_1101. The binding affinity (normalized) is 0.427.